From a dataset of Catalyst prediction with 721,799 reactions and 888 catalyst types from USPTO. Predict which catalyst facilitates the given reaction. (1) Reactant: [F:1][C:2]([F:19])([F:18])[C:3]1[N:8]=[C:7]([N:9]2[CH2:13][C@@H:12]3[C@@H:14]([NH2:17])[CH2:15][CH2:16][C@@H:11]3[CH2:10]2)[CH:6]=[CH:5][CH:4]=1.C(N(CC)CC)C.[Cl:27][C:28]1[CH:33]=[CH:32][C:31]([S:34](Cl)(=[O:36])=[O:35])=[CH:30][CH:29]=1. Product: [Cl:27][C:28]1[CH:33]=[CH:32][C:31]([S:34]([NH:17][C@@H:14]2[C@@H:12]3[C@@H:11]([CH2:10][N:9]([C:7]4[CH:6]=[CH:5][CH:4]=[C:3]([C:2]([F:1])([F:18])[F:19])[N:8]=4)[CH2:13]3)[CH2:16][CH2:15]2)(=[O:36])=[O:35])=[CH:30][CH:29]=1. The catalyst class is: 4. (2) Product: [C:20]1([C:18]([C:12]2[CH:13]=[CH:14][CH:15]=[CH:16][CH:17]=2)=[N:19][C:2]2[CH:3]=[CH:4][C:5]3[C:9]([CH:10]=2)=[N:8][N:7]([CH3:11])[CH:6]=3)[CH:21]=[CH:22][CH:23]=[CH:24][CH:25]=1. The catalyst class is: 62. Reactant: Br[C:2]1[CH:3]=[CH:4][C:5]2[C:9]([CH:10]=1)=[N:8][N:7]([CH3:11])[CH:6]=2.[C:12]1([C:18]([C:20]2[CH:25]=[CH:24][CH:23]=[CH:22][CH:21]=2)=[NH:19])[CH:17]=[CH:16][CH:15]=[CH:14][CH:13]=1.C(O[Na])(C)(C)C.C1C=CC(P(C2C(C3C(P(C4C=CC=CC=4)C4C=CC=CC=4)=CC=C4C=3C=CC=C4)=C3C(C=CC=C3)=CC=2)C2C=CC=CC=2)=CC=1. (3) Reactant: [Cl:1][C:2]1[N:3]=[C:4]([NH:9][CH2:10][C:11]2[CH:16]=[CH:15][C:14]([Cl:17])=[CH:13][CH:12]=2)[S:5][C:6]=1[CH:7]=[O:8].C(N(CC)C(C)C)(C)C.[C:27]([O:31][C:32](O[C:32]([O:31][C:27]([CH3:30])([CH3:29])[CH3:28])=[O:33])=[O:33])([CH3:30])([CH3:29])[CH3:28].O. Product: [C:27]([O:31][C:32](=[O:33])[N:9]([CH2:10][C:11]1[CH:16]=[CH:15][C:14]([Cl:17])=[CH:13][CH:12]=1)[C:4]1[S:5][C:6]([CH:7]=[O:8])=[C:2]([Cl:1])[N:3]=1)([CH3:30])([CH3:29])[CH3:28]. The catalyst class is: 112.